This data is from Full USPTO retrosynthesis dataset with 1.9M reactions from patents (1976-2016). The task is: Predict the reactants needed to synthesize the given product. (1) The reactants are: [NH2:1][C:2]1[C:3]2[N:4]([C:8]([C@@H:25]3[CH2:28][C@H:27]([CH2:29]O)[CH2:26]3)=[N:9][C:10]=2[C:11]2[CH:16]=[CH:15][CH:14]=[C:13]([O:17][CH2:18][CH:19]3[CH2:24][CH2:23][CH2:22][CH2:21][O:20]3)[CH:12]=2)[CH:5]=[CH:6][N:7]=1.[NH:31]1[CH2:36][CH2:35][S:34](=[O:38])(=[O:37])[CH2:33][CH2:32]1.C(O)(=O)C.C(O[BH-](OC(=O)C)OC(=O)C)(=O)C.[Na+]. Given the product [O:37]=[S:34]1(=[O:38])[CH2:35][CH2:36][N:31]([CH2:29][C@@H:27]2[CH2:28][C@H:25]([C:8]3[N:4]4[CH:5]=[CH:6][N:7]=[C:2]([NH2:1])[C:3]4=[C:10]([C:11]4[CH:16]=[CH:15][CH:14]=[C:13]([O:17][CH2:18][CH:19]5[CH2:24][CH2:23][CH2:22][CH2:21][O:20]5)[CH:12]=4)[N:9]=3)[CH2:26]2)[CH2:32][CH2:33]1, predict the reactants needed to synthesize it. (2) Given the product [C:34]([C:31]([C:27]1[CH:26]=[C:25]([C:23]([NH:22][C:18]2[CH:17]=[C:16]([CH:21]=[CH:20][CH:19]=2)[O:15][C:9]2[CH:8]=[CH:7][C:5]3[N:6]=[C:2]([NH:1][C:39]([CH:36]4[CH2:38][CH2:37]4)=[O:40])[S:3][C:4]=3[C:10]=2[C:11]([O:13][CH3:14])=[O:12])=[O:24])[CH:30]=[CH:29][CH:28]=1)([CH3:32])[CH3:33])#[N:35], predict the reactants needed to synthesize it. The reactants are: [NH2:1][C:2]1[S:3][C:4]2[C:10]([C:11]([O:13][CH3:14])=[O:12])=[C:9]([O:15][C:16]3[CH:21]=[CH:20][CH:19]=[C:18]([NH:22][C:23]([C:25]4[CH:30]=[CH:29][CH:28]=[C:27]([C:31]([C:34]#[N:35])([CH3:33])[CH3:32])[CH:26]=4)=[O:24])[CH:17]=3)[CH:8]=[CH:7][C:5]=2[N:6]=1.[CH:36]1([C:39](Cl)=[O:40])[CH2:38][CH2:37]1.